Dataset: Kir2.1 potassium channel HTS with 301,493 compounds. Task: Binary Classification. Given a drug SMILES string, predict its activity (active/inactive) in a high-throughput screening assay against a specified biological target. (1) The drug is Clc1c(COC(=O)NC(=O)c2c(F)cccc2)ccc(Cl)c1. The result is 0 (inactive). (2) The compound is S(Cc1n(nnc1C(=O)N\N=C(\c1cccnc1)C)c1nonc1N)c1ccccc1. The result is 0 (inactive). (3) The molecule is Clc1c(OCc2oc(SC(C(=O)NC(=O)NCC)C)nn2)cccc1. The result is 0 (inactive). (4) The drug is BrC1=CC(/C=C(OC)C1=O)=C\NNC(=O)c1ccc(c2ccccc2)cc1. The result is 0 (inactive). (5) The compound is ClCC(=O)Nc1c(ccc2nsnc12)C. The result is 0 (inactive). (6) The drug is S(=O)(=O)(N1CCCCC1)c1ccc(cc1)C(=O)COC(=O)c1oc(cc1)C. The result is 0 (inactive). (7) The drug is O(C1(OC)N=C(N)C2(C1(C=C(NC2c1ccccc1)C)C#N)C#N)C. The result is 0 (inactive). (8) The drug is Clc1cc(Cn2nnc(c2)C(OCC)=O)ccc1. The result is 0 (inactive). (9) The compound is s1c(C(Oc2ccc(cc2)/C=N\NC(=O)c2cc(F)ccc2)=O)ccc1. The result is 0 (inactive). (10) The compound is O=C(NC1CCCc2n(ncc12)c1cc(c(cc1)C)C)c1c(OC)c(OC)c(OC)cc1. The result is 0 (inactive).